From a dataset of Reaction yield outcomes from USPTO patents with 853,638 reactions. Predict the reaction yield, written as a fraction of the theoretical maximum amount of product (1.0 means a 100% yield; for example, 0.34 means a 34% yield). (1) The reactants are [C:1]([O:5][C:6]([N:8]1[CH2:16][C:15]2[C:10](=[CH:11][CH:12]=[C:13](Br)[CH:14]=2)[CH2:9]1)=[O:7])([CH3:4])([CH3:3])[CH3:2].[B:18]1([B:18]2[O:22][C:21]([CH3:24])([CH3:23])[C:20]([CH3:26])([CH3:25])[O:19]2)[O:22][C:21]([CH3:24])([CH3:23])[C:20]([CH3:26])([CH3:25])[O:19]1.C([O-])(=O)C.[K+]. The catalyst is CN(C=O)C. The product is [C:1]([O:5][C:6]([N:8]1[CH2:16][C:15]2[C:10](=[CH:11][CH:12]=[C:13]([B:18]3[O:22][C:21]([CH3:24])([CH3:23])[C:20]([CH3:26])([CH3:25])[O:19]3)[CH:14]=2)[CH2:9]1)=[O:7])([CH3:4])([CH3:3])[CH3:2]. The yield is 0.760. (2) The reactants are CN(C=O)C.C(Cl)(=O)C(Cl)=O.[C:12]([O:16][C:17]([N:19]1[CH2:24][CH2:23][CH2:22][CH2:21][CH:20]1[C:25](=O)[NH2:26])=[O:18])([CH3:15])([CH3:14])[CH3:13].N1C=CC=CC=1. The catalyst is C(#N)C. The product is [C:12]([O:16][C:17]([N:19]1[CH2:24][CH2:23][CH2:22][CH2:21][CH:20]1[C:25]#[N:26])=[O:18])([CH3:15])([CH3:13])[CH3:14]. The yield is 0.970. (3) The reactants are [Cl:1][C:2]1[C:3]([F:28])=[C:4]([CH:8]2[C:12]([C:15]3[CH:20]=[CH:19][C:18]([Cl:21])=[CH:17][C:16]=3[F:22])([C:13]#[N:14])[CH:11]([CH2:23][C:24]([CH3:27])([CH3:26])[CH3:25])[CH2:10][NH:9]2)[CH:5]=[CH:6][CH:7]=1.[C:29]([O:33][CH2:34][CH3:35])(=[O:32])[CH:30]=[CH2:31].FC(F)(F)S([O-])(=O)=O.[Sm+3].FC(F)(F)S([O-])(=O)=O.FC(F)(F)S([O-])(=O)=O. The catalyst is C1COCC1.C(Cl)Cl. The product is [CH2:34]([O:33][C:29](=[O:32])[CH2:30][CH2:31][N:9]1[CH2:10][C@@H:11]([CH2:23][C:24]([CH3:25])([CH3:27])[CH3:26])[C@@:12]([C:15]2[CH:20]=[CH:19][C:18]([Cl:21])=[CH:17][C:16]=2[F:22])([C:13]#[N:14])[C@H:8]1[C:4]1[CH:5]=[CH:6][CH:7]=[C:2]([Cl:1])[C:3]=1[F:28])[CH3:35]. The yield is 0.325. (4) The reactants are [Br:1][C:2]1[S:6][C:5]([S:7](Cl)(=[O:9])=[O:8])=[CH:4][CH:3]=1.[CH3:11][O:12][CH2:13][CH2:14][NH2:15]. The catalyst is O1CCOCC1. The product is [Br:1][C:2]1[S:6][C:5]([S:7]([NH:15][CH2:14][CH2:13][O:12][CH3:11])(=[O:9])=[O:8])=[CH:4][CH:3]=1. The yield is 0.870. (5) The reactants are [CH2:1]([O:3][C:4]([C:6]1[NH:7][C:8]([CH3:21])=[C:9]([C:12]2[CH:17]=[CH:16][C:15]([C:18]([OH:20])=O)=[CH:14][CH:13]=2)[C:10]=1[CH3:11])=[O:5])[CH3:2].C(Cl)(=O)C(Cl)=O.[CH3:28][C:29]1[CH:36]=[CH:35][C:32]([CH2:33][NH2:34])=[CH:31][CH:30]=1.C(=O)(O)[O-].[Na+]. The catalyst is CN(C=O)C.C(Cl)Cl. The product is [CH2:1]([O:3][C:4]([C:6]1[NH:7][C:8]([CH3:21])=[C:9]([C:12]2[CH:13]=[CH:14][C:15]([C:18](=[O:20])[NH:34][CH2:33][C:32]3[CH:35]=[CH:36][C:29]([CH3:28])=[CH:30][CH:31]=3)=[CH:16][CH:17]=2)[C:10]=1[CH3:11])=[O:5])[CH3:2]. The yield is 0.150. (6) The reactants are Cl.[CH3:2][C:3]1[O:7][N:6]=[C:5]([CH2:8][N:9]2[CH2:14][CH2:13][NH:12][CH2:11][CH2:10]2)[N:4]=1.[NH2:15][C:16]1[C:21]([N+:22]([O-:24])=[O:23])=[C:20](Cl)[C:19]([Cl:26])=[CH:18][N:17]=1.C(N(C(C)C)CC)(C)C. The catalyst is CC(O)C. The product is [NH2:15][C:16]1[C:21]([N+:22]([O-:24])=[O:23])=[C:20]([N:12]2[CH2:11][CH2:10][N:9]([CH2:8][C:5]3[N:4]=[C:3]([CH3:2])[O:7][N:6]=3)[CH2:14][CH2:13]2)[C:19]([Cl:26])=[CH:18][N:17]=1. The yield is 0.690. (7) The reactants are C(O[C:6](=[O:34])[NH:7][C@H:8]1[CH2:13][CH2:12][C@@H:11]([N:14]2[C:19](=[O:20])[C:18]3[CH:21]=[C:22]([F:25])[CH:23]=[N:24][C:17]=3[N:16]([CH:26]3[CH2:31][CH2:30][N:29]([CH3:32])[CH2:28][CH2:27]3)[C:15]2=[O:33])[CH2:10][CH2:9]1)(C)(C)C.Cl.O1CCOCC1.[F:42][C:43]1[CH:44]=[CH:45][C:46]2[N:47]([CH:49]=[C:50](C(O)=O)[N:51]=2)[CH:48]=1.C(N(CC)C(C)C)(C)C. The catalyst is CN(C)C=O.O.C(OCC)(=O)C. The product is [F:42][C:43]1[CH:44]=[CH:45][C:46]2[N:47]([CH:49]=[C:50]([C:6]([NH:7][C@H:8]3[CH2:13][CH2:12][C@@H:11]([N:14]4[C:19](=[O:20])[C:18]5[CH:21]=[C:22]([F:25])[CH:23]=[N:24][C:17]=5[N:16]([CH:26]5[CH2:31][CH2:30][N:29]([CH3:32])[CH2:28][CH2:27]5)[C:15]4=[O:33])[CH2:10][CH2:9]3)=[O:34])[N:51]=2)[CH:48]=1. The yield is 0.120. (8) The reactants are [C:1]([CH2:3][CH2:4][N:5]1[CH:9]=[CH:8][N:7]=[C:6]1[S:10][C:11]1[CH:16]=[CH:15][C:14]([N+:17]([O-:19])=[O:18])=[CH:13][CH:12]=1)#[N:2].[N+:20]([O-:23])([O-:22])=[O:21].FC(F)(F)C(O)=O.[OH-].[Na+]. The catalyst is C(Cl)(Cl)Cl. The product is [C:1]([CH2:3][CH2:4][N:5]1[C:9]([N+:20]([O-:22])=[O:21])=[CH:8][N:7]=[C:6]1[S:10][C:11]1[CH:16]=[CH:15][C:14]([N+:17]([O-:19])=[O:18])=[CH:13][CH:12]=1)#[N:2].[C:1]([CH2:3][CH2:4][N:5]1[CH:9]=[C:8]([N+:20]([O-:23])=[O:22])[N:7]=[C:6]1[S:10][C:11]1[CH:16]=[CH:15][C:14]([N+:17]([O-:19])=[O:18])=[CH:13][CH:12]=1)#[N:2]. The yield is 0.120.